Dataset: NCI-60 drug combinations with 297,098 pairs across 59 cell lines. Task: Regression. Given two drug SMILES strings and cell line genomic features, predict the synergy score measuring deviation from expected non-interaction effect. (1) Drug 1: C1=NC(=NC(=O)N1C2C(C(C(O2)CO)O)O)N. Drug 2: CCN(CC)CCCC(C)NC1=C2C=C(C=CC2=NC3=C1C=CC(=C3)Cl)OC. Cell line: MDA-MB-231. Synergy scores: CSS=36.8, Synergy_ZIP=-4.86, Synergy_Bliss=3.10, Synergy_Loewe=-1.63, Synergy_HSA=3.65. (2) Drug 1: CS(=O)(=O)C1=CC(=C(C=C1)C(=O)NC2=CC(=C(C=C2)Cl)C3=CC=CC=N3)Cl. Drug 2: C1=CC=C(C(=C1)C(C2=CC=C(C=C2)Cl)C(Cl)Cl)Cl. Cell line: RXF 393. Synergy scores: CSS=13.9, Synergy_ZIP=-2.56, Synergy_Bliss=2.03, Synergy_Loewe=-2.39, Synergy_HSA=1.62. (3) Drug 1: C1=C(C(=O)NC(=O)N1)F. Drug 2: C1CN(CCN1C(=O)CCBr)C(=O)CCBr. Cell line: HCT116. Synergy scores: CSS=64.3, Synergy_ZIP=0.386, Synergy_Bliss=-0.475, Synergy_Loewe=0.348, Synergy_HSA=3.09. (4) Drug 1: CC1=C2C(C(=O)C3(C(CC4C(C3C(C(C2(C)C)(CC1OC(=O)C(C(C5=CC=CC=C5)NC(=O)OC(C)(C)C)O)O)OC(=O)C6=CC=CC=C6)(CO4)OC(=O)C)O)C)O. Drug 2: CS(=O)(=O)CCNCC1=CC=C(O1)C2=CC3=C(C=C2)N=CN=C3NC4=CC(=C(C=C4)OCC5=CC(=CC=C5)F)Cl. Cell line: A498. Synergy scores: CSS=23.9, Synergy_ZIP=3.67, Synergy_Bliss=7.80, Synergy_Loewe=8.52, Synergy_HSA=8.78. (5) Drug 1: CCC1=CC2CC(C3=C(CN(C2)C1)C4=CC=CC=C4N3)(C5=C(C=C6C(=C5)C78CCN9C7C(C=CC9)(C(C(C8N6C)(C(=O)OC)O)OC(=O)C)CC)OC)C(=O)OC.C(C(C(=O)O)O)(C(=O)O)O. Drug 2: CCC(=C(C1=CC=CC=C1)C2=CC=C(C=C2)OCCN(C)C)C3=CC=CC=C3.C(C(=O)O)C(CC(=O)O)(C(=O)O)O. Cell line: UACC-257. Synergy scores: CSS=24.8, Synergy_ZIP=-0.855, Synergy_Bliss=9.20, Synergy_Loewe=-4.00, Synergy_HSA=6.43. (6) Drug 1: CC1=C2C(C(=O)C3(C(CC4C(C3C(C(C2(C)C)(CC1OC(=O)C(C(C5=CC=CC=C5)NC(=O)C6=CC=CC=C6)O)O)OC(=O)C7=CC=CC=C7)(CO4)OC(=O)C)O)C)OC(=O)C. Drug 2: CCC1=C2CN3C(=CC4=C(C3=O)COC(=O)C4(CC)O)C2=NC5=C1C=C(C=C5)O. Cell line: MOLT-4. Synergy scores: CSS=48.5, Synergy_ZIP=5.57, Synergy_Bliss=8.28, Synergy_Loewe=-31.5, Synergy_HSA=9.16. (7) Drug 1: C1=CC(=CC=C1C#N)C(C2=CC=C(C=C2)C#N)N3C=NC=N3. Drug 2: CC1C(C(CC(O1)OC2CC(CC3=C2C(=C4C(=C3O)C(=O)C5=C(C4=O)C(=CC=C5)OC)O)(C(=O)CO)O)N)O.Cl. Cell line: M14. Synergy scores: CSS=33.3, Synergy_ZIP=-2.06, Synergy_Bliss=-1.94, Synergy_Loewe=-4.19, Synergy_HSA=-0.819. (8) Drug 1: CC(C)(C#N)C1=CC(=CC(=C1)CN2C=NC=N2)C(C)(C)C#N. Drug 2: C1C(C(OC1N2C=NC(=NC2=O)N)CO)O. Cell line: HCT-15. Synergy scores: CSS=6.61, Synergy_ZIP=-1.93, Synergy_Bliss=-0.968, Synergy_Loewe=-6.30, Synergy_HSA=-3.75.